Task: Binary Classification. Given a T-cell receptor sequence (or CDR3 region) and an epitope sequence, predict whether binding occurs between them.. Dataset: TCR-epitope binding with 47,182 pairs between 192 epitopes and 23,139 TCRs The epitope is LLSAGIFGA. The TCR CDR3 sequence is CASSQGGDSSYEQYF. Result: 1 (the TCR binds to the epitope).